From a dataset of Reaction yield outcomes from USPTO patents with 853,638 reactions. Predict the reaction yield, written as a fraction of the theoretical maximum amount of product (1.0 means a 100% yield; for example, 0.34 means a 34% yield). (1) The reactants are [F:1][C:2]([F:11])([F:10])[C:3]1[CH:4]=[C:5]([NH2:9])[CH:6]=[CH:7][CH:8]=1.Cl[CH2:13][C:14]([O:16][C:17]([CH3:20])([CH3:19])[CH3:18])=[O:15].C([O-])([O-])=O.[K+].[K+]. The catalyst is CC(C)=O. The product is [F:1][C:2]([F:10])([F:11])[C:3]1[CH:4]=[C:5]([CH:6]=[CH:7][CH:8]=1)[NH:9][CH2:13][C:14]([O:16][C:17]([CH3:20])([CH3:19])[CH3:18])=[O:15]. The yield is 1.00. (2) The reactants are C(NC(C)C)(C)C.C([Li])CCC.C1CCCCC1.[F:19][C:20]1[CH:25]=[CH:24][C:23]([CH:26]([N:28]2[CH2:33][CH2:32][CH2:31][CH2:30][C:29]2=[O:34])[CH3:27])=[CH:22][CH:21]=1.[CH3:35][O:36][C:37]1[CH:38]=[C:39]([CH:42]=[CH:43][C:44]=1[N:45]1[CH:49]=[C:48]([CH3:50])[N:47]=[CH:46]1)[CH:40]=O.C(OC(=O)C)(=O)C.CC(C)([O-])C.[Na+]. The catalyst is C1(C)C=CC=CC=1.O1CCCC1.O. The product is [F:19][C:20]1[CH:21]=[CH:22][C:23]([C@@H:26]([N:28]2[CH2:33][CH2:32][CH2:31]/[C:30](=[CH:40]\[C:39]3[CH:42]=[CH:43][C:44]([N:45]4[CH:49]=[C:48]([CH3:50])[N:47]=[CH:46]4)=[C:37]([O:36][CH3:35])[CH:38]=3)/[C:29]2=[O:34])[CH3:27])=[CH:24][CH:25]=1. The yield is 0.930.